The task is: Predict the reaction yield, written as a fraction of the theoretical maximum amount of product (1.0 means a 100% yield; for example, 0.34 means a 34% yield).. This data is from Reaction yield outcomes from USPTO patents with 853,638 reactions. (1) The reactants are [S:1]([OH:5])(=[O:4])(=[O:3])[CH3:2].C[N:7]1[CH:11]=[C:10]([C:12]2[CH:17]=[C:16]([O:18][C:19]3[C:24]([F:25])=[CH:23][C:22]([NH:26][C:27]([C:29]4([C:32]([NH:34][C:35]5[CH:40]=[CH:39][C:38]([F:41])=[CH:37][CH:36]=5)=[O:33])[CH2:31][CH2:30]4)=[O:28])=[C:21]([F:42])[CH:20]=3)[CH:15]=[CH:14][N:13]=2)[C:9]([CH3:43])=[N:8]1.[CH3:44]S(O)(=O)=O. The catalyst is C1COCC1.CCOCC. The product is [S:1]([OH:5])(=[O:4])(=[O:3])[CH3:2].[CH3:44][N:8]1[C:9]([CH3:43])=[C:10]([C:12]2[CH:17]=[C:16]([O:18][C:19]3[C:24]([F:25])=[CH:23][C:22]([NH:26][C:27]([C:29]4([C:32]([NH:34][C:35]5[CH:40]=[CH:39][C:38]([F:41])=[CH:37][CH:36]=5)=[O:33])[CH2:30][CH2:31]4)=[O:28])=[C:21]([F:42])[CH:20]=3)[CH:15]=[CH:14][N:13]=2)[CH:11]=[N:7]1. The yield is 0.820. (2) The reactants are [C:1]([NH:4][C:5]1[CH:9]=[CH:8][S:7][C:6]=1[C:10]([NH2:12])=[O:11])(=O)[CH3:2].[OH-].[Na+].Cl. The catalyst is O. The product is [CH3:2][C:1]1[N:12]=[C:10]([OH:11])[C:6]2[S:7][CH:8]=[CH:9][C:5]=2[N:4]=1. The yield is 0.910. (3) The reactants are C(Cl)(=O)C(Cl)=O.CS(C)=O.[CH3:11][C:12]1[N:17]=[CH:16][C:15]([CH2:18][OH:19])=[CH:14][CH:13]=1.C(N(CC)CC)C. The catalyst is ClCCl.O. The product is [CH3:11][C:12]1[CH:13]=[CH:14][C:15]([CH:18]=[O:19])=[CH:16][N:17]=1. The yield is 0.850. (4) The reactants are [CH2:1]([N:8]1[CH2:15][CH:14]([OH:16])[CH2:13][N:12]([S:17]([C:20]2[CH:25]=[CH:24][CH:23]=[CH:22][CH:21]=2)(=[O:19])=[O:18])[CH2:11][CH:10](O)[CH2:9]1)[C:2]1[CH:7]=[CH:6][CH:5]=[CH:4][CH:3]=1.CS(O)(=O)=O. The catalyst is C1(C)C=CC=CC=1. The product is [CH2:1]([N:8]1[CH2:9][CH:10]2[O:16][CH:14]([CH2:13][N:12]([S:17]([C:20]3[CH:21]=[CH:22][CH:23]=[CH:24][CH:25]=3)(=[O:18])=[O:19])[CH2:11]2)[CH2:15]1)[C:2]1[CH:3]=[CH:4][CH:5]=[CH:6][CH:7]=1. The yield is 0.150. (5) The catalyst is C1COCC1.O. The yield is 0.830. The product is [Cl:20][C:21]1[CH:22]=[C:23]([CH2:24][C:17]#[N:18])[CH:26]=[CH:27][C:28]=1[O:29][CH3:30]. The reactants are CC([O-])(C)C.[K+].CC1C=CC(S([CH2:17][N+:18]#[C-])(=O)=O)=CC=1.[Cl:20][C:21]1[CH:22]=[C:23]([CH:26]=[CH:27][C:28]=1[O:29][CH3:30])[CH:24]=O.CO. (6) The reactants are [N:1]1([CH2:6][CH2:7][O:8][C:9]2[CH:18]=[C:17]3[C:12]([C:13](=[O:19])[CH2:14][CH2:15][NH:16]3)=[CH:11][CH:10]=2)[CH:5]=[CH:4][N:3]=[CH:2]1.[OH-].[K+].[S:22]1[CH:26]=[CH:25][CH:24]=[C:23]1[CH:27]=O. The catalyst is CCO.O. The yield is 0.286. The product is [N:1]1([CH2:6][CH2:7][O:8][C:9]2[CH:18]=[C:17]3[C:12]([C:13](=[O:19])/[C:14](=[CH:27]/[C:23]4[S:22][CH:26]=[CH:25][CH:24]=4)/[CH2:15][NH:16]3)=[CH:11][CH:10]=2)[CH:5]=[CH:4][N:3]=[CH:2]1. (7) The reactants are C1(P(C2C=CC=CC=2)C2C=CC=CC=2)C=CC=CC=1.N(C(OC(C)C)=O)=NC(OC(C)C)=O.[OH:34][C:35]1[CH:40]=[CH:39][C:38]([C:41](=[O:43])[CH3:42])=[CH:37][CH:36]=1.[CH3:44][C:45]1([CH3:52])[O:49][CH:48]([CH2:50]O)[CH2:47][O:46]1. The catalyst is C1COCC1. The product is [CH3:44][C:45]1([CH3:52])[O:49][CH:48]([CH2:50][O:34][C:35]2[CH:40]=[CH:39][C:38]([C:41](=[O:43])[CH3:42])=[CH:37][CH:36]=2)[CH2:47][O:46]1. The yield is 0.830. (8) The reactants are [Cl:1][C:2]1[CH:17]=[CH:16][C:5]([O:6][C:7]2[CH:15]=[CH:14][C:10]([C:11](Cl)=[O:12])=[CH:9][CH:8]=2)=[C:4]([N+:18]([O-:20])=[O:19])[CH:3]=1.[CH3:21][O:22][NH:23][CH3:24]. No catalyst specified. The product is [Cl:1][C:2]1[CH:17]=[CH:16][C:5]([O:6][C:7]2[CH:15]=[CH:14][C:10]([C:11]([N:23]([O:22][CH3:21])[CH3:24])=[O:12])=[CH:9][CH:8]=2)=[C:4]([N+:18]([O-:20])=[O:19])[CH:3]=1. The yield is 1.00.